Regression. Given a peptide amino acid sequence and an MHC pseudo amino acid sequence, predict their binding affinity value. This is MHC class I binding data. From a dataset of Peptide-MHC class I binding affinity with 185,985 pairs from IEDB/IMGT. The peptide sequence is VLMGGVPGV. The MHC is HLA-A02:01 with pseudo-sequence HLA-A02:01. The binding affinity (normalized) is 1.00.